Predict the product of the given reaction. From a dataset of Forward reaction prediction with 1.9M reactions from USPTO patents (1976-2016). (1) Given the reactants [C:1]([C:3]1[CH:17]=[C:16](I)[C:6]2[N:7]([C:10]3[CH:15]=[CH:14][CH:13]=[CH:12][CH:11]=3)[CH:8]=[N:9][C:5]=2[CH:4]=1)#[N:2].C1(C)C=CC=CC=1.[C:26]([NH:29][C:30]1[CH:31]=[C:32](B(O)O)[CH:33]=[CH:34][CH:35]=1)(=[O:28])[CH3:27].C(=O)([O-])[O-].[K+].[K+], predict the reaction product. The product is: [C:26]([NH:29][C:30]1[CH:35]=[C:34]([C:16]2[C:6]3[N:7]([C:10]4[CH:15]=[CH:14][CH:13]=[CH:12][CH:11]=4)[CH:8]=[N:9][C:5]=3[CH:4]=[C:3]([C:1]#[N:2])[CH:17]=2)[CH:33]=[CH:32][CH:31]=1)(=[O:28])[CH3:27]. (2) Given the reactants COC(=O)[C@@H]([O:6][C:7](=[O:26])[CH2:8][N:9]1[C:14]2[CH:15]=[CH:16][CH:17]=[C:18]([CH:19]([CH3:21])[CH3:20])[C:13]=2[O:12][C@H:11]([CH:22]([CH3:24])[CH3:23])[C:10]1=[S:25])C.[OH-].[Na+].O.Cl, predict the reaction product. The product is: [CH:22]([C@@H:11]1[C:10](=[S:25])[N:9]([CH2:8][C:7]([OH:26])=[O:6])[C:14]2[CH:15]=[CH:16][CH:17]=[C:18]([CH:19]([CH3:21])[CH3:20])[C:13]=2[O:12]1)([CH3:24])[CH3:23]. (3) Given the reactants [C:1]([C:5]1[N:6]=[C:7]([N:16]2[CH2:20][CH2:19][C:18]([F:22])([F:21])[CH2:17]2)[C:8]2[N:13]=[N:12][N:11]([CH2:14][CH3:15])[C:9]=2[N:10]=1)([CH3:4])([CH3:3])[CH3:2].C(C1N=C(N2CCC(F)(F)C2)C2N=NNC=2N=1)(C)(C)C.BrCC1[C:50]([Cl:51])=[C:49]([F:52])[CH:48]=[CH:47][C:46]=1[F:53], predict the reaction product. The product is: [C:1]([C:5]1[N:6]=[C:7]([N:16]2[CH2:20][CH2:19][C:18]([F:21])([F:22])[CH2:17]2)[C:8]2[N:13]=[N:12][N:11]([CH2:14][C:15]3[C:46]([F:53])=[CH:47][CH:48]=[C:49]([F:52])[C:50]=3[Cl:51])[C:9]=2[N:10]=1)([CH3:2])([CH3:3])[CH3:4]. (4) Given the reactants [N:1]1([CH2:5][C:6]2[CH:11]=[C:10]([C:12]3[CH:42]=[C:41]([Cl:43])[CH:40]=[CH:39][C:13]=3[O:14][C:15]3[C:20]([F:21])=[CH:19][C:18]([S:22]([N:25]([C:33]4[N:34]=[CH:35][S:36][CH:37]=4)C(=O)OC(C)(C)C)(=[O:24])=[O:23])=[C:17]([F:38])[CH:16]=3)[CH:9]=[CH:8][N:7]=2)[CH2:4][CH2:3][CH2:2]1.Cl, predict the reaction product. The product is: [N:1]1([CH2:5][C:6]2[CH:11]=[C:10]([C:12]3[CH:42]=[C:41]([Cl:43])[CH:40]=[CH:39][C:13]=3[O:14][C:15]3[C:20]([F:21])=[CH:19][C:18]([S:22]([NH:25][C:33]4[N:34]=[CH:35][S:36][CH:37]=4)(=[O:23])=[O:24])=[C:17]([F:38])[CH:16]=3)[CH:9]=[CH:8][N:7]=2)[CH2:2][CH2:3][CH2:4]1. (5) The product is: [F:23][C:20]1[CH:21]=[CH:22][C:17]([NH:16][C:4]2[N:5]=[C:6]([NH:8][C:9]3[CH:14]=[CH:13][C:12]([F:15])=[CH:11][CH:10]=3)[N:7]=[C:2]([NH:24]/[N:25]=[CH:26]/[C:27]3[CH:33]=[CH:32][CH:31]=[CH:30][C:28]=3[OH:29])[N:3]=2)=[CH:18][CH:19]=1. Given the reactants Cl[C:2]1[N:7]=[C:6]([NH:8][C:9]2[CH:14]=[CH:13][C:12]([F:15])=[CH:11][CH:10]=2)[N:5]=[C:4]([NH:16][C:17]2[CH:22]=[CH:21][C:20]([F:23])=[CH:19][CH:18]=2)[N:3]=1.[NH2:24][NH2:25].[CH:26](=O)[C:27]1[C:28](=[CH:30][CH:31]=[CH:32][CH:33]=1)[OH:29], predict the reaction product. (6) Given the reactants Cl[C:2]1[CH:11]=[CH:10][N:9]=[C:8]2[C:3]=1[C:4]1[CH:16]=[CH:15][CH:14]=[CH:13][C:5]=1[C:6](=[O:12])[NH:7]2.[C:17]([C:19]1[CH:24]=[CH:23][CH:22]=[CH:21][C:20]=1[C:25]([F:28])([F:27])[F:26])#[CH:18], predict the reaction product. The product is: [F:26][C:25]([F:27])([F:28])[C:20]1[CH:21]=[CH:22][CH:23]=[CH:24][C:19]=1[C:17]#[C:18][C:2]1[CH:11]=[CH:10][N:9]=[C:8]2[C:3]=1[C:4]1[CH:16]=[CH:15][CH:14]=[CH:13][C:5]=1[C:6](=[O:12])[NH:7]2. (7) Given the reactants [C:1]([O:5][C:6]([N:8]1[CH2:12][C@H:11]([F:13])[CH2:10][C@H:9]1[C:14]([OH:16])=O)=[O:7])([CH3:4])([CH3:3])[CH3:2].ClC(N(C)C)=C(C)C.Cl.[Cl:26][C:27]1[C:28]([C:33]2[C:34]([F:40])=[C:35]([CH:37]=[CH:38][CH:39]=2)[NH2:36])=[N:29][CH:30]=[CH:31][CH:32]=1.CCN(C(C)C)C(C)C, predict the reaction product. The product is: [Cl:26][C:27]1[C:28]([C:33]2[C:34]([F:40])=[C:35]([NH:36][C:14]([C@@H:9]3[CH2:10][C@@H:11]([F:13])[CH2:12][N:8]3[C:6]([O:5][C:1]([CH3:2])([CH3:3])[CH3:4])=[O:7])=[O:16])[CH:37]=[CH:38][CH:39]=2)=[N:29][CH:30]=[CH:31][CH:32]=1.